From a dataset of Full USPTO retrosynthesis dataset with 1.9M reactions from patents (1976-2016). Predict the reactants needed to synthesize the given product. (1) Given the product [NH2:1][CH2:2][C:3]([O-:5])=[O:4].[NH2:1][CH2:2][C:3]([OH:5])=[O:4].[NH2:1][CH2:2][C:3]([O-:5])=[O:4].[Ca+2:7], predict the reactants needed to synthesize it. The reactants are: [NH2:1][CH2:2][C:3]([OH:5])=[O:4].[O-2].[Ca+2:7]. (2) Given the product [F:32][C:31]([F:33])([F:34])[C:28]1[CH:27]=[CH:26][C:25]([C:22]2[CH:23]=[CH:24][C:19]([CH2:18][S:15][C:12]3[CH:13]=[CH:14][C:6]([O:5][CH2:4][C:3]([OH:2])=[O:16])=[C:7]4[C:11]=3[CH2:10][CH2:9][CH2:8]4)=[CH:20][CH:21]=2)=[CH:30][CH:29]=1, predict the reactants needed to synthesize it. The reactants are: C[O:2][C:3](=[O:16])[CH2:4][O:5][C:6]1[CH:14]=[CH:13][C:12]([SH:15])=[C:11]2[C:7]=1[CH2:8][CH2:9][CH2:10]2.Cl[CH2:18][C:19]1[CH:24]=[CH:23][C:22]([C:25]2[CH:30]=[CH:29][C:28]([C:31]([F:34])([F:33])[F:32])=[CH:27][CH:26]=2)=[CH:21][CH:20]=1. (3) Given the product [C:23]([O:22][C:20]([N:8]([CH2:7][C:6]1[CH:17]=[CH:18][C:3]([C:1]#[N:2])=[CH:4][C:5]=1[F:19])[CH2:9][C:10]([O:12][C:13]([CH3:15])([CH3:14])[CH3:16])=[O:11])=[O:21])([CH3:26])([CH3:25])[CH3:24], predict the reactants needed to synthesize it. The reactants are: [C:1]([C:3]1[CH:18]=[CH:17][C:6]([CH2:7][NH:8][CH2:9][C:10]([O:12][C:13]([CH3:16])([CH3:15])[CH3:14])=[O:11])=[C:5]([F:19])[CH:4]=1)#[N:2].[C:20](O[C:20]([O:22][C:23]([CH3:26])([CH3:25])[CH3:24])=[O:21])([O:22][C:23]([CH3:26])([CH3:25])[CH3:24])=[O:21].C(N(C(C)C)C(C)C)C. (4) Given the product [CH3:33][O:32][C:25]1[CH:26]=[C:27]([O:30][CH3:31])[CH:28]=[CH:29][C:24]=1[CH2:23][NH:22][C:21]1[C:16]2[CH:15]=[CH:14][N:13]([C@H:5]3[C@H:6]4[C@H:7]([O:8][C:9]([CH3:12])([CH3:11])[O:10]4)[C@@H:3]([CH2:2][NH:1][CH:39]([CH3:41])[CH3:38])[CH2:4]3)[C:17]=2[N:18]=[CH:19][N:20]=1, predict the reactants needed to synthesize it. The reactants are: [NH2:1][CH2:2][C@@H:3]1[C@H:7]2[O:8][C:9]([CH3:12])([CH3:11])[O:10][C@H:6]2[C@H:5]([N:13]2[C:17]3[N:18]=[CH:19][N:20]=[C:21]([NH:22][CH2:23][C:24]4[CH:29]=[CH:28][C:27]([O:30][CH3:31])=[CH:26][C:25]=4[O:32][CH3:33])[C:16]=3[CH:15]=[CH:14]2)[CH2:4]1.ClCCCl.[CH3:38][C:39]([CH3:41])=O.C(O)(=O)C.C(O[BH-](OC(=O)C)OC(=O)C)(=O)C.[Na+]. (5) Given the product [Cl:1][C:2]1[CH:3]=[C:4]2[C:9](=[CH:10][C:11]=1[O:12][C:13]1[CH:21]=[CH:20][C:16]([C:17](=[O:18])[NH:46][C:43]3[CH:44]=[N:45][C:40]([C:36]4[CH:37]=[CH:38][CH:39]=[C:34]([Cl:33])[CH:35]=4)=[N:41][CH:42]=3)=[CH:15][CH:14]=1)[O:8][CH2:7][CH2:6][CH:5]2[C:22]([O:24][CH2:25][CH3:26])=[O:23], predict the reactants needed to synthesize it. The reactants are: [Cl:1][C:2]1[CH:3]=[C:4]2[C:9](=[CH:10][C:11]=1[O:12][C:13]1[CH:21]=[CH:20][C:16]([C:17](O)=[O:18])=[CH:15][CH:14]=1)[O:8][CH2:7][CH2:6][CH:5]2[C:22]([O:24][CH2:25][CH3:26])=[O:23].C(Cl)(=O)C(Cl)=O.[Cl:33][C:34]1[CH:35]=[C:36]([C:40]2[N:45]=[CH:44][C:43]([NH2:46])=[CH:42][N:41]=2)[CH:37]=[CH:38][CH:39]=1.CCN(C(C)C)C(C)C. (6) Given the product [C:10]([C:8]1[CH:7]=[CH:6][C:5]2[S:1][C:2]([C:14]3[C:15]([NH:28][C@@H:29]4[CH2:34][CH2:33][CH2:32][N:31]([C:35]([O:37][C:38]([CH3:41])([CH3:40])[CH3:39])=[O:36])[CH2:30]4)=[N:16][C:17]([N:22]4[CH2:23][CH2:24][O:25][CH2:26][CH2:27]4)=[N:18][C:19]=3[O:20][CH3:21])=[N:3][C:4]=2[CH:9]=1)(=[O:11])[NH2:12], predict the reactants needed to synthesize it. The reactants are: [S:1]1[C:5]2[CH:6]=[CH:7][C:8]([C:10]([NH2:12])=[O:11])=[CH:9][C:4]=2[N:3]=[CH:2]1.I[C:14]1[C:15]([NH:28][C@@H:29]2[CH2:34][CH2:33][CH2:32][N:31]([C:35]([O:37][C:38]([CH3:41])([CH3:40])[CH3:39])=[O:36])[CH2:30]2)=[N:16][C:17]([N:22]2[CH2:27][CH2:26][O:25][CH2:24][CH2:23]2)=[N:18][C:19]=1[O:20][CH3:21].C(=O)([O-])[O-].[Cs+].[Cs+]. (7) Given the product [Br:1][C:2]1[CH:7]=[CH:6][C:5]([O:8][CH2:13][C:14]2[CH:19]=[CH:18][CH:17]=[CH:16][CH:15]=2)=[C:4]([CH2:9][OH:10])[CH:3]=1, predict the reactants needed to synthesize it. The reactants are: [Br:1][C:2]1[CH:7]=[CH:6][C:5]([OH:8])=[C:4]([CH2:9][OH:10])[CH:3]=1.[OH-].[Na+].[CH2:13](Br)[C:14]1[CH:19]=[CH:18][CH:17]=[CH:16][CH:15]=1.